From a dataset of CYP3A4 inhibition data for predicting drug metabolism from PubChem BioAssay. Regression/Classification. Given a drug SMILES string, predict its absorption, distribution, metabolism, or excretion properties. Task type varies by dataset: regression for continuous measurements (e.g., permeability, clearance, half-life) or binary classification for categorical outcomes (e.g., BBB penetration, CYP inhibition). Dataset: cyp3a4_veith. (1) The drug is CC1C(=NO)C(C)C(c2ccc(N(C)C)cc2)NC1c1ccc(N(C)C)cc1. The result is 1 (inhibitor). (2) The drug is Cc1ccc(CN2CCN(Cc3ccc(C)o3)[C@@H](C)C2)o1. The result is 0 (non-inhibitor). (3) The drug is COCC(=O)N1CCC2(CC1)CN(C(=O)Nc1ccccc1)C2. The result is 0 (non-inhibitor). (4) The compound is CCOc1cc(NC(=S)NCC2CCCO2)c(OCC)cc1NC(=O)c1cccc(C)c1. The result is 1 (inhibitor).